From a dataset of NCI-60 drug combinations with 297,098 pairs across 59 cell lines. Regression. Given two drug SMILES strings and cell line genomic features, predict the synergy score measuring deviation from expected non-interaction effect. Drug 1: CC12CCC(CC1=CCC3C2CCC4(C3CC=C4C5=CN=CC=C5)C)O. Drug 2: C1CC(=O)NC(=O)C1N2CC3=C(C2=O)C=CC=C3N. Cell line: CCRF-CEM. Synergy scores: CSS=10.4, Synergy_ZIP=-8.23, Synergy_Bliss=-6.01, Synergy_Loewe=-3.01, Synergy_HSA=-2.58.